The task is: Predict which catalyst facilitates the given reaction.. This data is from Catalyst prediction with 721,799 reactions and 888 catalyst types from USPTO. Reactant: [Si]([O:8][C@@H:9]1[C@@H:14]([CH3:15])[CH2:13][N:12]([C:16]2[CH:21]=[CH:20][N:19]=[CH:18][C:17]=2[NH:22][C:23]([C:25]2[CH:34]=[CH:33][C:32]3[C:27](=[CH:28][C:29]([C:35]([CH3:37])=[CH2:36])=[CH:30][CH:31]=3)[N:26]=2)=[O:24])[CH2:11][C@H:10]1[NH:38]C(=O)OC(C)(C)C)(C(C)(C)C)(C)C.Cl.O1CCOCC1. Product: [NH2:38][C@H:10]1[C@H:9]([OH:8])[C@@H:14]([CH3:15])[CH2:13][N:12]([C:16]2[CH:21]=[CH:20][N:19]=[CH:18][C:17]=2[NH:22][C:23]([C:25]2[CH:34]=[CH:33][C:32]3[C:27](=[CH:28][C:29]([CH:35]([CH3:37])[CH3:36])=[CH:30][CH:31]=3)[N:26]=2)=[O:24])[CH2:11]1. The catalyst class is: 19.